Predict which catalyst facilitates the given reaction. From a dataset of Catalyst prediction with 721,799 reactions and 888 catalyst types from USPTO. (1) Reactant: [I:1][C:2]1[CH:11]=[C:10]2[C:5]([C:6]([C:14]3[CH:19]=[CH:18][CH:17]=[CH:16][CH:15]=3)=[CH:7][C:8]([NH:12][NH2:13])=[N:9]2)=[CH:4][CH:3]=1.[C:20](OC)(OC)(OC)[CH3:21]. The catalyst class is: 14. Product: [I:1][C:2]1[CH:11]=[C:10]2[C:5]([C:6]([C:14]3[CH:19]=[CH:18][CH:17]=[CH:16][CH:15]=3)=[CH:7][C:8]3[N:9]2[C:20]([CH3:21])=[N:13][N:12]=3)=[CH:4][CH:3]=1. (2) Reactant: Br[C:2]1[C:7]([O:8][CH3:9])=[CH:6][C:5]([N+:10]([O-:12])=[O:11])=[C:4]([Br:13])[N:3]=1.[CH3:14][O-:15].[Na+].O. Product: [Br:13][C:4]1[C:5]([N+:10]([O-:12])=[O:11])=[CH:6][C:7]([O:8][CH3:9])=[C:2]([O:15][CH3:14])[N:3]=1. The catalyst class is: 5. (3) Reactant: C(=O)(O)[O-].[Na+].[NH2:6][C:7]1[CH:8]=[C:9]([S:17]([NH2:20])(=[O:19])=[O:18])[CH:10]=[CH:11][C:12]=1[O:13][CH:14]([CH3:16])[CH3:15].[C:21](Cl)(Cl)=[S:22]. Product: [CH:14]([O:13][C:12]1[CH:11]=[CH:10][C:9]([S:17]([NH2:20])(=[O:18])=[O:19])=[CH:8][C:7]=1[N:6]=[C:21]=[S:22])([CH3:16])[CH3:15]. The catalyst class is: 408.